From a dataset of Reaction yield outcomes from USPTO patents with 853,638 reactions. Predict the reaction yield, written as a fraction of the theoretical maximum amount of product (1.0 means a 100% yield; for example, 0.34 means a 34% yield). (1) The reactants are C[O:2][C:3]([C:5]1([C:8]2[CH:13]=[CH:12][C:11]([C:14]3[CH:19]=[CH:18][C:17]([N:20]4[C:24]([NH:25][C:26]([O:28][C@H:29]5[C:37]6[C:32](=[CH:33][CH:34]=[CH:35][CH:36]=6)[CH2:31][CH2:30]5)=[O:27])=[C:23]([CH3:38])[N:22]=[N:21]4)=[CH:16][CH:15]=3)=[CH:10][CH:9]=2)[CH2:7][CH2:6]1)=[O:4].C1COCC1.[Li+].[OH-].Cl. The catalyst is O. The product is [C@H:29]1([O:28][C:26]([NH:25][C:24]2[N:20]([C:17]3[CH:18]=[CH:19][C:14]([C:11]4[CH:10]=[CH:9][C:8]([C:5]5([C:3]([OH:4])=[O:2])[CH2:7][CH2:6]5)=[CH:13][CH:12]=4)=[CH:15][CH:16]=3)[N:21]=[N:22][C:23]=2[CH3:38])=[O:27])[C:37]2[C:32](=[CH:33][CH:34]=[CH:35][CH:36]=2)[CH2:31][CH2:30]1. The yield is 0.543. (2) The reactants are Cl.[CH3:2][O:3][C:4](=[O:10])[C@H:5]([CH:7]([CH3:9])[CH3:8])[NH2:6].C(N(CC)CC)C. The catalyst is O1CCCC1. The product is [CH3:2][O:3][C:4](=[O:10])[C@H:5]([CH:7]([CH3:9])[CH3:8])[NH2:6]. The yield is 0.780. (3) The reactants are CCO[C:4](/[N:6]=N/C(OCC)=O)=O.C1C=CC(P(C2C=CC=CC=2)C2C=CC=CC=2)=CC=1.O[CH2:33][CH2:34][C:35]1[O:36][C:37]([CH2:40][CH2:41][O:42][CH2:43][C:44]2[CH:49]=[CH:48][CH:47]=[CH:46][CH:45]=2)=[CH:38][CH:39]=1.CC(C)(O)C#N. The catalyst is C1COCC1. The product is [C:44]1([CH2:43][O:42][CH2:41][CH2:40][C:37]2[O:36][C:35]([CH2:34][CH2:33][C:4]#[N:6])=[CH:39][CH:38]=2)[CH:49]=[CH:48][CH:47]=[CH:46][CH:45]=1. The yield is 0.260. (4) The reactants are [NH2:1][CH:2]([C:7]1[CH:12]=[CH:11][C:10]([N+]([O-])=O)=[CH:9][C:8]=1[CH3:16])[CH2:3][C:4]([OH:6])=[O:5].CC1C=C([N+:26]([O-:28])=[O:27])C=CC=1C=O.C(O)(=O)CC(O)=O.C([O-])(=O)C.[NH4+]. The catalyst is C(O)C. The product is [NH2:1][CH:2]([C:7]1[CH:12]=[C:11]([N+:26]([O-:28])=[O:27])[CH:10]=[CH:9][C:8]=1[CH3:16])[CH2:3][C:4]([OH:6])=[O:5]. The yield is 0.450. (5) The reactants are CC1C=CC(S(O[CH2:12][C@H:13]2[CH2:22][CH2:21][C:20]3[C:15](=[C:16]([C:24]4[CH:29]=[CH:28][C:27]([Cl:30])=[CH:26][C:25]=4[CH3:31])[C:17]([F:23])=[CH:18][CH:19]=3)[O:14]2)(=O)=O)=CC=1.[N-:32]=[N+:33]=[N-:34].[Na+]. The catalyst is CS(C)=O. The product is [N:32]([CH2:12][C@H:13]1[CH2:22][CH2:21][C:20]2[C:15](=[C:16]([C:24]3[CH:29]=[CH:28][C:27]([Cl:30])=[CH:26][C:25]=3[CH3:31])[C:17]([F:23])=[CH:18][CH:19]=2)[O:14]1)=[N+:33]=[N-:34]. The yield is 0.830.